This data is from NCI-60 drug combinations with 297,098 pairs across 59 cell lines. The task is: Regression. Given two drug SMILES strings and cell line genomic features, predict the synergy score measuring deviation from expected non-interaction effect. Drug 1: CC1CCC2CC(C(=CC=CC=CC(CC(C(=O)C(C(C(=CC(C(=O)CC(OC(=O)C3CCCCN3C(=O)C(=O)C1(O2)O)C(C)CC4CCC(C(C4)OC)OCCO)C)C)O)OC)C)C)C)OC. Drug 2: CS(=O)(=O)CCNCC1=CC=C(O1)C2=CC3=C(C=C2)N=CN=C3NC4=CC(=C(C=C4)OCC5=CC(=CC=C5)F)Cl. Cell line: U251. Synergy scores: CSS=0.479, Synergy_ZIP=7.89, Synergy_Bliss=10.6, Synergy_Loewe=-0.604, Synergy_HSA=0.763.